From a dataset of Full USPTO retrosynthesis dataset with 1.9M reactions from patents (1976-2016). Predict the reactants needed to synthesize the given product. (1) Given the product [CH:1]1([C:4]([N:42]2[CH2:41][CH2:40][N:39]3[C:35]([C:29]4[CH:34]=[CH:33][CH:32]=[CH:31][CH:30]=4)=[N:36][C:37]([C:44]([NH:46][CH:47]4[C:52]([CH3:53])([CH3:54])[CH:51]5[CH2:55][C:48]4([CH3:56])[CH2:49][CH2:50]5)=[O:45])=[C:38]3[CH2:43]2)=[O:6])[CH2:3][CH2:2]1, predict the reactants needed to synthesize it. The reactants are: [CH:1]1([C:4]([OH:6])=O)[CH2:3][CH2:2]1.CCN=C=NCCCN(C)C.C1C=CC2N(O)N=NC=2C=1.Cl.[C:29]1([C:35]2[N:39]3[CH2:40][CH2:41][NH:42][CH2:43][C:38]3=[C:37]([C:44]([NH:46][CH:47]3[C:52]([CH3:54])([CH3:53])[CH:51]4[CH2:55][C:48]3([CH3:56])[CH2:49][CH2:50]4)=[O:45])[N:36]=2)[CH:34]=[CH:33][CH:32]=[CH:31][CH:30]=1. (2) Given the product [F:44][CH:42]([F:43])[CH:41]([C:38]1[CH:37]=[CH:36][C:35]([N:32]2[CH2:31][CH2:30][C:29]3([CH2:47][CH2:48][N:26]([S:23]([CH2:19][CH:20]([CH3:22])[CH3:21])(=[O:24])=[O:25])[CH2:27][CH2:28]3)[C:33]2=[O:34])=[CH:40][CH:39]=1)[OH:46], predict the reactants needed to synthesize it. The reactants are: C(S(N1CCC2(C(=O)NCC2)CC1)(=O)=O)C(C)C.[CH2:19]([S:23]([N:26]1[CH2:48][CH2:47][C:29]2([C:33](=[O:34])[N:32]([C:35]3[CH:40]=[CH:39][C:38]([CH:41]([OH:46])[C:42](F)([F:44])[F:43])=[CH:37][CH:36]=3)[CH2:31][CH2:30]2)[CH2:28][CH2:27]1)(=[O:25])=[O:24])[CH:20]([CH3:22])[CH3:21].BrC1C=CC(C(O)C(F)F)=CC=1. (3) The reactants are: [CH2:1]([C:5]1[N:10]=[N:9][C:8]([C:11]([OH:13])=O)=[CH:7][C:6]=1[C:14]1[CH:19]=[CH:18][C:17]([O:20][CH:21]2[CH2:26][CH2:25][CH2:24][CH2:23][CH2:22]2)=[CH:16][CH:15]=1)[CH2:2][CH2:3][CH3:4].CN(C(ON1N=NC2C=CC=CC1=2)=[N+](C)C)C.F[P-](F)(F)(F)(F)F.[C:51]([O:55][C:56]([N:58]1[CH2:62][C@H:61]([CH2:63][NH2:64])[O:60][C:59]1([CH3:66])[CH3:65])=[O:57])([CH3:54])([CH3:53])[CH3:52].CCN(C(C)C)C(C)C. Given the product [C:51]([O:55][C:56]([N:58]1[CH2:62][C@H:61]([CH2:63][NH:64][C:11]([C:8]2[N:9]=[N:10][C:5]([CH2:1][CH2:2][CH2:3][CH3:4])=[C:6]([C:14]3[CH:15]=[CH:16][C:17]([O:20][CH:21]4[CH2:22][CH2:23][CH2:24][CH2:25][CH2:26]4)=[CH:18][CH:19]=3)[CH:7]=2)=[O:13])[O:60][C:59]1([CH3:66])[CH3:65])=[O:57])([CH3:54])([CH3:53])[CH3:52], predict the reactants needed to synthesize it. (4) Given the product [N:5]1([CH2:4][CH2:3][CH2:2][N:15]2[CH:19]=[C:18]([NH2:20])[CH:17]=[N:16]2)[CH:9]=[CH:8][CH:7]=[CH:6]1, predict the reactants needed to synthesize it. The reactants are: Br[CH2:2][CH2:3][CH2:4][N:5]1[CH:9]=[CH:8][CH:7]=[CH:6]1.FCCCC[N:15]1[CH:19]=[C:18]([NH2:20])[CH:17]=[N:16]1. (5) Given the product [F:32][C:31]1[C:26]([C:22]2[CH:21]=[C:20]([CH:25]=[CH:24][CH:23]=2)[CH2:19][N:14]([CH:11]2[CH2:10][CH2:9][NH:8][CH2:13][CH2:12]2)[S:15]([CH3:18])(=[O:17])=[O:16])=[N:27][C:28]([NH:42][CH2:34][CH2:35][C:36]2[CH:41]=[CH:40][CH:39]=[CH:38][CH:37]=2)=[N:29][CH:30]=1, predict the reactants needed to synthesize it. The reactants are: C(OC([N:8]1[CH2:13][CH2:12][CH:11]([N:14]([CH2:19][C:20]2[CH:25]=[CH:24][CH:23]=[C:22]([C:26]3[C:31]([F:32])=[CH:30][N:29]=[C:28](Cl)[N:27]=3)[CH:21]=2)[S:15]([CH3:18])(=[O:17])=[O:16])[CH2:10][CH2:9]1)=O)(C)(C)C.[CH2:34]([NH2:42])[CH2:35][C:36]1[CH:41]=[CH:40][CH:39]=[CH:38][CH:37]=1. (6) Given the product [C:29](=[O:30])([O:31][C:32]1[CH:33]=[CH:34][C:35]([N+:38]([O-:40])=[O:39])=[CH:36][CH:37]=1)[O:26][CH:23]1[CH2:24][CH2:25][N:20]([C:11]2[C:12]3[CH2:17][S:16](=[O:18])(=[O:19])[CH2:15][C:13]=3[N:14]=[C:9]([C:5]3[CH:6]=[C:7]([F:8])[C:2]([Cl:1])=[CH:3][C:4]=3[F:27])[N:10]=2)[CH2:21][CH2:22]1, predict the reactants needed to synthesize it. The reactants are: [Cl:1][C:2]1[C:7]([F:8])=[CH:6][C:5]([C:9]2[N:10]=[C:11]([N:20]3[CH2:25][CH2:24][CH:23]([OH:26])[CH2:22][CH2:21]3)[C:12]3[CH2:17][S:16](=[O:19])(=[O:18])[CH2:15][C:13]=3[N:14]=2)=[C:4]([F:27])[CH:3]=1.Cl[C:29]([O:31][C:32]1[CH:37]=[CH:36][C:35]([N+:38]([O-:40])=[O:39])=[CH:34][CH:33]=1)=[O:30].N1C=CC=CC=1.[Cl-].[NH4+].